Task: Predict the reactants needed to synthesize the given product.. Dataset: Full USPTO retrosynthesis dataset with 1.9M reactions from patents (1976-2016) Given the product [N:3]1([C:9]([N:11]2[CH2:16][CH:15]([C:17]3[CH:22]=[CH:21][C:20]([C:23]([F:24])([F:25])[F:26])=[CH:19][CH:18]=3)[CH2:14][CH:13]([CH2:27][OH:28])[CH2:12]2)=[O:10])[CH2:8][CH2:7][O:6][CH2:5][CH2:4]1, predict the reactants needed to synthesize it. The reactants are: [BH4-].[Na+].[N:3]1([C:9]([N:11]2[CH2:16][CH:15]([C:17]3[CH:22]=[CH:21][C:20]([C:23]([F:26])([F:25])[F:24])=[CH:19][CH:18]=3)[CH2:14][CH:13]([C:27](O)=[O:28])[CH2:12]2)=[O:10])[CH2:8][CH2:7][O:6][CH2:5][CH2:4]1.Cl.